Predict which catalyst facilitates the given reaction. From a dataset of Catalyst prediction with 721,799 reactions and 888 catalyst types from USPTO. (1) Reactant: C(Cl)(=O)C(Cl)=O.CS(C)=O.[CH2:11]([C@@:14]1([CH3:41])[CH2:19][C@H:18]([C:20]2[CH:25]=[CH:24][CH:23]=[C:22]([Cl:26])[CH:21]=2)[C@@H:17]([C:27]2[CH:32]=[CH:31][C:30]([Cl:33])=[CH:29][CH:28]=2)[N:16]([C@@H:34]([CH2:38][CH3:39])[CH:35]([OH:37])[CH3:36])[C:15]1=[O:40])[CH:12]=[CH2:13].C(N(CC)CC)C. Product: [CH2:11]([C@@:14]1([CH3:41])[CH2:19][C@H:18]([C:20]2[CH:25]=[CH:24][CH:23]=[C:22]([Cl:26])[CH:21]=2)[C@@H:17]([C:27]2[CH:28]=[CH:29][C:30]([Cl:33])=[CH:31][CH:32]=2)[N:16]([C@@H:34]([CH2:38][CH3:39])[C:35](=[O:37])[CH3:36])[C:15]1=[O:40])[CH:12]=[CH2:13]. The catalyst class is: 2. (2) Reactant: [C:1]([NH:9][C:10]1[N:18]=[CH:17][N:16]=[C:15]2[C:11]=1[N:12]=[CH:13][N:14]2[CH:19]1[O:23][CH:22]([CH2:24][O:25]C(C2C=CC=CC=2)(C2C=CC=CC=2)C2C=CC=CC=2)[CH:21]([O:45][C:46](=[O:53])[C:47]2[CH:52]=[CH:51][CH:50]=[CH:49][CH:48]=2)[CH:20]1[F:54])(=[O:8])[C:2]1[CH:7]=[CH:6][CH:5]=[CH:4][CH:3]=1. Product: [C:1]([NH:9][C:10]1[N:18]=[CH:17][N:16]=[C:15]2[C:11]=1[N:12]=[CH:13][N:14]2[CH:19]1[O:23][CH:22]([CH2:24][OH:25])[CH:21]([O:45][C:46](=[O:53])[C:47]2[CH:48]=[CH:49][CH:50]=[CH:51][CH:52]=2)[CH:20]1[F:54])(=[O:8])[C:2]1[CH:7]=[CH:6][CH:5]=[CH:4][CH:3]=1. The catalyst class is: 52.